Dataset: Catalyst prediction with 721,799 reactions and 888 catalyst types from USPTO. Task: Predict which catalyst facilitates the given reaction. (1) Reactant: [CH:1]([N:4]1[CH2:12][C:11]2[C:10]([NH:13][CH2:14][C:15]3[N:16]=[CH:17][C:18]4[C:23]([CH:24]=3)=[CH:22][CH:21]=[CH:20][CH:19]=4)=[N:9][C:8]([N:25]3[CH2:30][CH2:29][N:28]([C:31](OC(C)(C)C)=[O:32])[C@@H:27]([CH3:38])[CH2:26]3)=[N:7][C:6]=2[C:5]1=[O:39])([CH3:3])[CH3:2].F[C:41](F)(F)[C:42]([OH:44])=O.[CH3:47]CN(C(C)C)C(C)C.C(Cl)(=O)C. Product: [C:31]([N:28]1[CH2:29][CH2:30][N:25]([C:8]2[N:9]=[C:10]([N:13]([CH2:14][C:15]3[N:16]=[CH:17][C:18]4[C:23]([CH:24]=3)=[CH:22][CH:21]=[CH:20][CH:19]=4)[C:42](=[O:44])[CH3:41])[C:11]3[CH2:12][N:4]([CH:1]([CH3:3])[CH3:2])[C:5](=[O:39])[C:6]=3[N:7]=2)[CH2:26][C@@H:27]1[CH3:38])(=[O:32])[CH3:47]. The catalyst class is: 2. (2) Reactant: [I:1][C:2]1[CH:3]=[C:4]([CH:6]=[CH:7][CH:8]=1)[NH2:5].[Br:9][CH2:10][C:11](Br)=[O:12].CCN(CC)CC. Product: [Br:9][CH2:10][C:11]([NH:5][C:4]1[CH:6]=[CH:7][CH:8]=[C:2]([I:1])[CH:3]=1)=[O:12]. The catalyst class is: 2. (3) Reactant: [F:1][C:2]1[C:21]([I:22])=[CH:20][C:5]2[C:6]3[N:10]=[C:9]([C:11]([O:13][CH2:14][CH3:15])=[O:12])[NH:8][C:7]=3[CH:16]3[CH2:19][CH:18]([C:4]=2[CH:3]=1)[CH2:17]3.[C:23](=O)([O-])[O-].[K+].[K+].CI. Product: [F:1][C:2]1[C:21]([I:22])=[CH:20][C:5]2[C:6]3[N:10]=[C:9]([C:11]([O:13][CH2:14][CH3:15])=[O:12])[N:8]([CH3:23])[C:7]=3[CH:16]3[CH2:19][CH:18]([C:4]=2[CH:3]=1)[CH2:17]3. The catalyst class is: 9. (4) Reactant: N(C(OCC)=O)=NC(OCC)=O.[Cl:13][C:14]1[CH:15]=[C:16]([C:34]2[CH:39]=[CH:38][CH:37]=[CH:36][CH:35]=2)[CH:17]=[CH:18][C:19]=1[CH2:20][N:21]1[C:25]2[CH:26]=[C:27]([CH2:31][OH:32])[CH:28]=[C:29]([CH3:30])[C:24]=2[N:23]=[C:22]1[CH3:33].[C:40]([O:49][CH3:50])(=[O:48])[C:41]1[C:42](=[CH:44][CH:45]=[CH:46][CH:47]=1)O. Product: [Cl:13][C:14]1[CH:15]=[C:16]([C:34]2[CH:39]=[CH:38][CH:37]=[CH:36][CH:35]=2)[CH:17]=[CH:18][C:19]=1[CH2:20][N:21]1[C:25]2[CH:26]=[C:27]([CH2:31][O:32][C:47]3[CH:46]=[CH:45][CH:44]=[CH:42][C:41]=3[C:40]([O:49][CH3:50])=[O:48])[CH:28]=[C:29]([CH3:30])[C:24]=2[N:23]=[C:22]1[CH3:33]. The catalyst class is: 359. (5) Reactant: [CH2:1]([N:3]1[C:11]2[C:6](=[CH:7][CH:8]=[C:9]([N+:12]([O-:14])=[O:13])[CH:10]=2)[CH:5]=[C:4]1[CH3:15])[CH3:2].[Br:16]NC(=O)CCC(N)=O.C(OCC)(=O)C. Product: [Br:16][C:5]1[C:6]2[C:11](=[CH:10][C:9]([N+:12]([O-:14])=[O:13])=[CH:8][CH:7]=2)[N:3]([CH2:1][CH3:2])[C:4]=1[CH3:15].[CH2:1]([N:3]1[C:11]2[C:6](=[CH:7][CH:8]=[C:9]([N+:12]([O-:14])=[O:13])[CH:10]=2)[CH:5]=[C:4]1[CH3:15])[CH3:2]. The catalyst class is: 1. (6) Reactant: [F:1][C:2]1[CH:3]=[C:4]([CH2:10][OH:11])[CH:5]=[N:6][C:7]=1[O:8][CH3:9]. Product: [F:1][C:2]1[C:7]([O:8][CH3:9])=[N:6][CH:5]=[C:4]([CH:3]=1)[CH:10]=[O:11]. The catalyst class is: 2.